Dataset: Catalyst prediction with 721,799 reactions and 888 catalyst types from USPTO. Task: Predict which catalyst facilitates the given reaction. (1) Reactant: [CH3:1][C:2]1[CH:6]=[C:5]([CH3:7])[N:4]([CH2:8][C:9]([N:11]2[CH2:16][CH2:15][N:14]([C:17]3[CH:22]=[CH:21][CH:20]=[CH:19][C:18]=3[C:23]3[CH:24]=[N:25][C:26](SC)=[N:27][CH:28]=3)[CH2:13][CH2:12]2)=[O:10])[N:3]=1.O[O:32][S:33]([O-:35])=O.[K+].[CH2:37]1COCC1. Product: [CH3:1][C:2]1[CH:6]=[C:5]([CH3:7])[N:4]([CH2:8][C:9]([N:11]2[CH2:16][CH2:15][N:14]([C:17]3[CH:22]=[CH:21][CH:20]=[CH:19][C:18]=3[C:23]3[CH:24]=[N:25][C:26]([S:33]([CH3:37])(=[O:35])=[O:32])=[N:27][CH:28]=3)[CH2:13][CH2:12]2)=[O:10])[N:3]=1. The catalyst class is: 6. (2) Reactant: [Mg].Br[C:3]1[CH:8]=[CH:7][C:6]([O:9][CH2:10][CH3:11])=[C:5]([Cl:12])[C:4]=1[F:13].[B:14](OC)([O:17]C)[O:15]C.C(OCC)(=O)C. Product: [Cl:12][C:5]1[C:4]([F:13])=[C:3]([B:14]([OH:17])[OH:15])[CH:8]=[CH:7][C:6]=1[O:9][CH2:10][CH3:11]. The catalyst class is: 295. (3) Reactant: [NH2:1][C:2]1[C:10]([Br:11])=[CH:9][CH:8]=[CH:7][C:3]=1[C:4]([OH:6])=O.C(P1(=O)OP(=O)(CCC)OP(=O)(CCC)O1)CC.Cl.[O:31]1[CH2:36][CH2:35][CH:34]([NH2:37])[CH2:33][CH2:32]1.CCN(C(C)C)C(C)C. Product: [NH2:1][C:2]1[C:10]([Br:11])=[CH:9][CH:8]=[CH:7][C:3]=1[C:4]([NH:37][CH:34]1[CH2:35][CH2:36][O:31][CH2:32][CH2:33]1)=[O:6]. The catalyst class is: 25. (4) Reactant: O1[C:5]2([CH2:10][CH2:9][CH:8]([N:11]3[C:16](=[O:17])[C:15]([CH2:18][C:19]4[CH:24]=[CH:23][C:22]([C:25]5[C:26]([C:31]#[N:32])=[CH:27][CH:28]=[CH:29][CH:30]=5)=[CH:21][CH:20]=4)=[C:14]([CH2:33][CH2:34][CH3:35])[N:13]4[N:36]=[C:37]([C:39]([F:42])([F:41])[F:40])[N:38]=[C:12]34)[CH2:7][CH2:6]2)[O:4]CC1.Cl.[OH-].[Na+]. Product: [OH:4][CH:5]1[CH2:10][CH2:9][CH:8]([N:11]2[C:16](=[O:17])[C:15]([CH2:18][C:19]3[CH:20]=[CH:21][C:22]([C:25]4[C:26]([C:31]#[N:32])=[CH:27][CH:28]=[CH:29][CH:30]=4)=[CH:23][CH:24]=3)=[C:14]([CH2:33][CH2:34][CH3:35])[N:13]3[N:36]=[C:37]([C:39]([F:41])([F:42])[F:40])[N:38]=[C:12]23)[CH2:7][CH2:6]1. The catalyst class is: 7. (5) Reactant: [N+:1]([C:4]1[CH:5]=[N:6][CH:7]=[CH:8][C:9]=1[CH2:10][C:11]([O:13][CH2:14][CH3:15])=[O:12])([O-])=O. The catalyst class is: 19. Product: [NH2:1][C:4]1[CH:5]=[N:6][CH:7]=[CH:8][C:9]=1[CH2:10][C:11]([O:13][CH2:14][CH3:15])=[O:12]. (6) Product: [O:12]([C:19]1[CH:20]=[C:21]([CH:25]=[CH:26][CH:27]=1)[C:22]([NH:1][C:2]1[CH:3]=[C:4]2[C:9](=[CH:10][CH:11]=1)[N:8]=[CH:7][CH:6]=[CH:5]2)=[O:23])[C:13]1[CH:14]=[CH:15][CH:16]=[CH:17][CH:18]=1. The catalyst class is: 35. Reactant: [NH2:1][C:2]1[CH:3]=[C:4]2[C:9](=[CH:10][CH:11]=1)[N:8]=[CH:7][CH:6]=[CH:5]2.[O:12]([C:19]1[CH:20]=[C:21]([CH:25]=[CH:26][CH:27]=1)[C:22](O)=[O:23])[C:13]1[CH:18]=[CH:17][CH:16]=[CH:15][CH:14]=1.F[P-](F)(F)(F)(F)F.N1(OC(N(C)C)=[N+](C)C)C2C=CC=CC=2N=N1.C(N(CC)CC)C. (7) Reactant: O.[C:2]1([CH3:12])[CH:7]=[CH:6][C:5]([S:8]([OH:11])(=[O:10])=[O:9])=[CH:4][CH:3]=1.[NH2:13][CH2:14][C@:15]1([CH2:24][C:25]([O:27]C(C)(C)C)=[O:26])[CH2:21][C@@H:20]2[C@H:16]1[CH:17]=[CH:18][CH:19]2[CH2:22][CH3:23]. Product: [C:2]1([CH3:12])[CH:3]=[CH:4][C:5]([S:8]([OH:11])(=[O:9])=[O:10])=[CH:6][CH:7]=1.[NH2:13][CH2:14][C@:15]1([CH2:24][C:25]([OH:27])=[O:26])[CH2:21][C@@H:20]2[C@H:16]1[CH:17]=[CH:18][CH:19]2[CH2:22][CH3:23]. The catalyst class is: 48.